From a dataset of Reaction yield outcomes from USPTO patents with 853,638 reactions. Predict the reaction yield, written as a fraction of the theoretical maximum amount of product (1.0 means a 100% yield; for example, 0.34 means a 34% yield). (1) The reactants are Br[C:2]1[CH:7]=[CH:6][C:5]([C:8](=[C:16]2[CH2:21][CH2:20][CH2:19][CH2:18][CH2:17]2)[C:9]2[CH:14]=[CH:13][C:12]([OH:15])=[CH:11][CH:10]=2)=[C:4]([F:22])[CH:3]=1.[C:23]([O:27][C:28]([CH3:31])([CH3:30])[CH3:29])(=[O:26])[CH:24]=[CH2:25].CC1C=CC=CC=1P(C1C=CC=CC=1C)C1C=CC=CC=1C.CCN(CC)CC. The catalyst is CC([O-])=O.CC([O-])=O.[Pd+2].O. The product is [C:16]1(=[C:8]([C:9]2[CH:14]=[CH:13][C:12]([OH:15])=[CH:11][CH:10]=2)[C:5]2[CH:6]=[CH:7][C:2](/[CH:25]=[CH:24]/[C:23]([O:27][C:28]([CH3:31])([CH3:30])[CH3:29])=[O:26])=[CH:3][C:4]=2[F:22])[CH2:21][CH2:20][CH2:19][CH2:18][CH2:17]1. The yield is 0.620. (2) The reactants are [C:1]([N:4]([C:29]1[CH:34]=[CH:33][C:32]([Cl:35])=[CH:31][CH:30]=1)[C@H:5]1[C:14]2[C:9](=[CH:10][CH:11]=[CH:12][CH:13]=2)[N:8]([C:15]([C:17]2[CH:22]=[CH:21][C:20]([CH:23]=[CH:24][C:25]([OH:27])=[O:26])=[CH:19][CH:18]=2)=[O:16])[C@@H:7]([CH3:28])[CH2:6]1)(=[O:3])[CH3:2]. The catalyst is CCO.C(Cl)Cl.[Pd]. The product is [C:1]([N:4]([C:29]1[CH:30]=[CH:31][C:32]([Cl:35])=[CH:33][CH:34]=1)[C@H:5]1[C:14]2[C:9](=[CH:10][CH:11]=[CH:12][CH:13]=2)[N:8]([C:15]([C:17]2[CH:22]=[CH:21][C:20]([CH2:23][CH2:24][C:25]([OH:27])=[O:26])=[CH:19][CH:18]=2)=[O:16])[C@@H:7]([CH3:28])[CH2:6]1)(=[O:3])[CH3:2]. The yield is 0.990. (3) The reactants are [CH:1]1([C:6]2([CH2:26][CH2:27][C:28]3[CH:33]=[CH:32][C:31]([C@H:34]([NH:36]C(=O)OC(C)(C)C)[CH3:35])=[CH:30][CH:29]=3)[CH2:11][C:10]([OH:12])=[C:9]([CH2:13][C:14]3[N:24]=[C:17]4[N:18]=[C:19]([CH3:23])[CH:20]=[C:21]([CH3:22])[N:16]4[N:15]=3)[C:8](=[O:25])[O:7]2)[CH2:5][CH2:4][CH2:3][CH2:2]1.Cl. The catalyst is O1CCOCC1. The product is [NH2:36][C@@H:34]([C:31]1[CH:30]=[CH:29][C:28]([CH2:27][CH2:26][C:6]2([CH:1]3[CH2:5][CH2:4][CH2:3][CH2:2]3)[O:7][C:8](=[O:25])[C:9]([CH2:13][C:14]3[N:24]=[C:17]4[N:18]=[C:19]([CH3:23])[CH:20]=[C:21]([CH3:22])[N:16]4[N:15]=3)=[C:10]([OH:12])[CH2:11]2)=[CH:33][CH:32]=1)[CH3:35]. The yield is 0.800. (4) The product is [CH3:8][C:6]1[CH:5]=[CH:4][C:3]2[O:9][CH:11]=[N:1][C:2]=2[CH:7]=1. The reactants are [NH2:1][C:2]1[CH:7]=[C:6]([CH3:8])[CH:5]=[CH:4][C:3]=1[OH:9].[Cl-].[CH3:11]N(C=NC=[N+](C)C)C. The catalyst is O1CCOCC1. The yield is 0.650. (5) The reactants are [H-].[Na+].[Br:3][C:4]1[NH:8][CH:7]=[C:6]([CH2:9][N:10]([CH3:18])[C:11](=[O:17])[O:12][C:13]([CH3:16])([CH3:15])[CH3:14])[CH:5]=1.C1OCCOCCOCCOCCOC1.[N:34]1[CH:39]=[CH:38][CH:37]=[C:36]([S:40](Cl)(=[O:42])=[O:41])[CH:35]=1. The catalyst is O1CCCC1.O. The product is [C:13]([O:12][C:11](=[O:17])[N:10]([CH2:9][C:6]1[CH:5]=[C:4]([Br:3])[N:8]([S:40]([C:36]2[CH:35]=[N:34][CH:39]=[CH:38][CH:37]=2)(=[O:42])=[O:41])[CH:7]=1)[CH3:18])([CH3:14])([CH3:15])[CH3:16]. The yield is 0.680. (6) The reactants are [CH3:1][O:2][C:3]1[CH:4]=[C:5]2[C:9](=[CH:10][CH:11]=1)[N:8]([CH3:12])[CH:7]=[CH:6]2.FC(F)(F)C(O)=O.C([BH3-])#N.[Na+].[OH-].[Na+]. The catalyst is C(O)(=O)C. The product is [CH3:1][O:2][C:3]1[CH:4]=[C:5]2[C:9](=[CH:10][CH:11]=1)[N:8]([CH3:12])[CH2:7][CH2:6]2. The yield is 0.710. (7) The product is [OH:21][C:18]1[CH:19]=[CH:20][C:15]([S:12]([NH:11][C:8]2[CH:9]=[CH:10][C:5]3[CH2:4][O:3][B:2]([OH:1])[C:6]=3[CH:7]=2)(=[O:13])=[O:14])=[CH:16][C:17]=1[CH3:23]. The yield is 0.0300. The reactants are [OH:1][B:2]1[C:6]2[CH:7]=[C:8]([NH:11][S:12]([C:15]3[CH:20]=[CH:19][C:18]([O:21]C)=[C:17]([CH3:23])[CH:16]=3)(=[O:14])=[O:13])[CH:9]=[CH:10][C:5]=2[CH2:4][O:3]1.B(Br)(Br)Br. The catalyst is C(Cl)Cl.